Dataset: Reaction yield outcomes from USPTO patents with 853,638 reactions. Task: Predict the reaction yield, written as a fraction of the theoretical maximum amount of product (1.0 means a 100% yield; for example, 0.34 means a 34% yield). The reactants are [N+:1]([C:4]1[CH:5]=[N:6][N:7]([S:9]([C:12]2[CH:18]=[CH:17][C:15]([CH3:16])=[CH:14][CH:13]=2)(=[O:11])=[O:10])[CH:8]=1)([O-])=O.[H][H]. The catalyst is [Pd].CO. The product is [S:9]([N:7]1[CH:8]=[C:4]([NH2:1])[CH:5]=[N:6]1)([C:12]1[CH:18]=[CH:17][C:15]([CH3:16])=[CH:14][CH:13]=1)(=[O:11])=[O:10]. The yield is 0.710.